Predict the reaction yield, written as a fraction of the theoretical maximum amount of product (1.0 means a 100% yield; for example, 0.34 means a 34% yield). From a dataset of Reaction yield outcomes from USPTO patents with 853,638 reactions. (1) The reactants are [Cl:1][C:2]1[N:10]([CH2:11][CH:12]=[CH2:13])[C:9]2[C:8](=[O:14])[NH:7][C:6](=[O:15])[NH:5][C:4]=2[N:3]=1.I[CH2:17][CH2:18][CH3:19].C(=O)([O-])[O-].[Na+].[Na+]. The catalyst is CN(C=O)C. The product is [Cl:1][C:2]1[N:10]([CH2:11][CH:12]=[CH2:13])[C:9]2[C:8](=[O:14])[NH:7][C:6](=[O:15])[N:5]([CH2:17][CH2:18][CH3:19])[C:4]=2[N:3]=1. The yield is 0.460. (2) The reactants are [CH2:1]([S:3]([N:6]1[CH2:11][CH2:10][CH:9]([C:12]2[C:20]3[C:15](=[C:16]([C:29]([NH2:31])=[O:30])[CH:17]=[C:18]([C:21]4[CH:26]=[CH:25][CH:24]=[C:23]([CH:27]=O)[CH:22]=4)[CH:19]=3)[NH:14][CH:13]=2)[CH2:8][CH2:7]1)(=[O:5])=[O:4])[CH3:2].[N:32]1([CH2:38][CH2:39][O:40][CH2:41][CH2:42][OH:43])[CH2:37][CH2:36][NH:35][CH2:34][CH2:33]1.[BH-](OC(C)=O)(OC(C)=O)OC(C)=O.[Na+]. No catalyst specified. The product is [CH2:1]([S:3]([N:6]1[CH2:7][CH2:8][CH:9]([C:12]2[C:20]3[C:15](=[C:16]([C:29]([NH2:31])=[O:30])[CH:17]=[C:18]([C:21]4[CH:26]=[CH:25][CH:24]=[C:23]([CH2:27][N:35]5[CH2:36][CH2:37][N:32]([CH2:38][CH2:39][O:40][CH2:41][CH2:42][OH:43])[CH2:33][CH2:34]5)[CH:22]=4)[CH:19]=3)[NH:14][CH:13]=2)[CH2:10][CH2:11]1)(=[O:5])=[O:4])[CH3:2]. The yield is 0.250. (3) The reactants are C([O:4][CH2:5][C@@H:6]1[C@@H:11]([O:12]C(=O)C)[C@H:10]([O:16]C(=O)C)[C@H:9]([O:20]C(=O)C)[C@@H:8]([C:24]2[CH:33]=[CH:32][C:31]3[C:26](=[CH:27][CH:28]=[C:29]([C:34]#[C:35][C@@H:36]4[C@@H:41]([OH:42])[C@@H:40]([OH:43])[C@H:39]([OH:44])[C@@H:38]([CH2:45][OH:46])[O:37]4)[CH:30]=3)[CH:25]=2)[O:7]1)(=O)C.CO[Na]. The catalyst is CO.CC#N.O. The product is [OH:46][CH2:45][C@@H:38]1[C@@H:39]([OH:44])[C@H:40]([OH:43])[C@H:41]([OH:42])[C@@H:36]([C:35]#[C:34][C:29]2[CH:28]=[CH:27][C:26]3[C:31](=[CH:32][CH:33]=[C:24]([C@@H:8]4[C@@H:9]([OH:20])[C@@H:10]([OH:16])[C@H:11]([OH:12])[C@@H:6]([CH2:5][OH:4])[O:7]4)[CH:25]=3)[CH:30]=2)[O:37]1. The yield is 0.880. (4) The reactants are [N:1]1([CH2:6][C@@H:7]2[C@H:10]([NH:11][C:12](=[O:21])[O:13][CH2:14][C:15]3[CH:20]=[CH:19][CH:18]=[CH:17][CH:16]=3)[C:9](=[O:22])[N:8]2CC2C=CC(OC)=CC=2OC)[CH:5]=[N:4][CH:3]=[N:2]1.OP([O-])([O-])=O.[K+].[K+]. The catalyst is C(#N)C.O.C(#N)C. The product is [N:1]1([CH2:6][C@@H:7]2[C@H:10]([NH:11][C:12](=[O:21])[O:13][CH2:14][C:15]3[CH:16]=[CH:17][CH:18]=[CH:19][CH:20]=3)[C:9](=[O:22])[NH:8]2)[CH:5]=[N:4][CH:3]=[N:2]1. The yield is 0.560. (5) The reactants are [ClH:1].[C:2]1([C:8]2([N:14]3[CH2:18][CH2:17][CH2:16][CH2:15]3)[CH2:13][CH2:12][NH:11][CH2:10][CH2:9]2)[CH:7]=[CH:6][CH:5]=[CH:4][CH:3]=1.CO.C(Cl)(Cl)[Cl:22]. The catalyst is C(Cl)(Cl)Cl. The product is [ClH:22].[ClH:1].[C:2]1([C:8]2([N:14]3[CH2:15][CH2:16][CH2:17][CH2:18]3)[CH2:9][CH2:10][NH:11][CH2:12][CH2:13]2)[CH:3]=[CH:4][CH:5]=[CH:6][CH:7]=1. The yield is 0.760. (6) The product is [F:1][C:2]1[C:7]([O:8][CH3:9])=[CH:6][CH:5]=[CH:4][C:3]=1[CH:10]([CH3:20])[CH2:11][C:12]([OH:15])([C:16]([F:18])([F:19])[F:17])[CH:13]=[O:14]. The reactants are [F:1][C:2]1[C:7]([O:8][CH3:9])=[CH:6][CH:5]=[CH:4][C:3]=1[C:10](C)([CH3:20])[CH2:11][C:12]([C:16]([F:19])([F:18])[F:17])([OH:15])[CH2:13][OH:14].ClCCl.C(N(CC)CC)C.[Cl-].[NH4+]. The catalyst is CS(C)=O. The yield is 0.850. (7) The yield is 0.730. The reactants are [NH:1]1[C:9]2[C:4](=[CH:5][CH:6]=[CH:7][C:8]=2[C:10]([OH:12])=O)[CH:3]=[CH:2]1.CN(C(ON1N=NC2C=CC=CC1=2)=[N+](C)C)C.[B-](F)(F)(F)F.C(N(CC)C(C)C)(C)C.[C:44]([C:48]1[CH:65]=[CH:64][C:51]([CH2:52][NH:53][CH2:54][CH2:55][C:56]2[CH:61]=[CH:60][CH:59]=[C:58]([Cl:62])[C:57]=2[F:63])=[CH:50][CH:49]=1)([CH3:47])([CH3:46])[CH3:45]. The product is [C:44]([C:48]1[CH:65]=[CH:64][C:51]([CH2:52][N:53]([CH2:54][CH2:55][C:56]2[CH:61]=[CH:60][CH:59]=[C:58]([Cl:62])[C:57]=2[F:63])[C:10]([C:8]2[CH:7]=[CH:6][CH:5]=[C:4]3[C:9]=2[NH:1][CH:2]=[CH:3]3)=[O:12])=[CH:50][CH:49]=1)([CH3:47])([CH3:45])[CH3:46]. The catalyst is CN(C=O)C.O. (8) The product is [CH2:1]([O:3][C:4](=[O:29])[CH2:5][CH2:6][CH2:7][CH2:8][CH2:9][O:10][CH2:11][CH2:12][O:13][CH2:14][CH2:15][O:16][CH2:17][CH2:18][O:19][CH2:20][CH2:21][O:22][CH2:23][CH2:24][O:25][CH2:26][CH2:27][S:38]([CH3:37])(=[O:40])=[O:39])[CH3:2]. The yield is 0.830. The catalyst is ClCCl. The reactants are [CH2:1]([O:3][C:4](=[O:29])[CH2:5][CH2:6][CH2:7][CH2:8][CH2:9][O:10][CH2:11][CH2:12][O:13][CH2:14][CH2:15][O:16][CH2:17][CH2:18][O:19][CH2:20][CH2:21][O:22][CH2:23][CH2:24][O:25][CH2:26][CH2:27]O)[CH3:2].C(N(CC)CC)C.[CH3:37][S:38](Cl)(=[O:40])=[O:39]. (9) The catalyst is C([O-])(O)=O.[Na+]. The reactants are [N:1]1[C:10]2[C:5](=[CH:6][C:7]([CH:11]([CH3:15])[C:12](O)=O)=[CH:8][CH:9]=2)[CH:4]=[CH:3][CH:2]=1.[C:16]1([C:22]2[N:27]=[N:26][C:25]([NH:28][NH2:29])=[CH:24][CH:23]=2)[CH:21]=[CH:20][CH:19]=[CH:18][CH:17]=1.Cl. The yield is 0.530. The product is [C:16]1([C:22]2[CH:23]=[CH:24][C:25]3[N:26]([C:12]([CH:11]([C:7]4[CH:6]=[C:5]5[C:10](=[CH:9][CH:8]=4)[N:1]=[CH:2][CH:3]=[CH:4]5)[CH3:15])=[N:29][N:28]=3)[N:27]=2)[CH:17]=[CH:18][CH:19]=[CH:20][CH:21]=1.